Dataset: Full USPTO retrosynthesis dataset with 1.9M reactions from patents (1976-2016). Task: Predict the reactants needed to synthesize the given product. (1) The reactants are: C([O:3][C:4](=[O:33])[C:5]([CH3:32])([CH:7]1[CH2:12][CH2:11][N:10]([C:13]2[S:14][C:15]([C:18]3[CH:23]=[CH:22][CH:21]=[C:20]([NH:24][C:25]4[CH:30]=[C:29]([CH3:31])[CH:28]=[CH:27][N:26]=4)[N:19]=3)=[CH:16][N:17]=2)[CH2:9][CH2:8]1)[CH3:6])C.[OH-].[Na+].Cl. Given the product [CH3:32][C:5]([CH:7]1[CH2:12][CH2:11][N:10]([C:13]2[S:14][C:15]([C:18]3[CH:23]=[CH:22][CH:21]=[C:20]([NH:24][C:25]4[CH:30]=[C:29]([CH3:31])[CH:28]=[CH:27][N:26]=4)[N:19]=3)=[CH:16][N:17]=2)[CH2:9][CH2:8]1)([CH3:6])[C:4]([OH:33])=[O:3], predict the reactants needed to synthesize it. (2) Given the product [CH2:36]([O:38][C:28]([C:25]1[CH:26]=[C:27]2[C:22](=[CH:23][CH:24]=1)[NH:21][N:20]=[C:19]2[C:14]1[CH:13]=[CH:12][C:11]2[C:16](=[CH:17][CH:18]=[C:9]([O:8][CH2:7][C:2]3[CH:3]=[CH:4][CH:5]=[CH:6][N:1]=3)[CH:10]=2)[CH:15]=1)=[NH:29])[CH3:37], predict the reactants needed to synthesize it. The reactants are: [N:1]1[CH:6]=[CH:5][CH:4]=[CH:3][C:2]=1[CH2:7][O:8][C:9]1[CH:10]=[C:11]2[C:16](=[CH:17][CH:18]=1)[CH:15]=[C:14]([C:19]1[C:27]3[C:22](=[CH:23][CH:24]=[C:25]([C:28]#[N:29])[CH:26]=3)[N:21](C3CCCCO3)[N:20]=1)[CH:13]=[CH:12]2.[CH2:36]([OH:38])[CH3:37]. (3) Given the product [Br:1][C:2]1[C:3]([CH3:20])=[C:4]([N:8]2[CH:17]=[CH:16][C:15]3[C:10](=[CH:11][CH:12]=[CH:13][CH:14]=3)[C:9]2=[O:19])[CH:5]=[CH:6][CH:7]=1, predict the reactants needed to synthesize it. The reactants are: [Br:1][C:2]1[C:3]([CH3:20])=[C:4]([N:8]2[CH:17](O)[CH2:16][C:15]3[C:10](=[CH:11][CH:12]=[CH:13][CH:14]=3)[C:9]2=[O:19])[CH:5]=[CH:6][CH:7]=1.C([SiH](CC)CC)C.C(O)(C(F)(F)F)=O. (4) Given the product [C:23]([O:22][C:20](=[O:21])[NH:19][C:16]1([C:13]2[CH:14]=[CH:15][C:10]([C:7]3[CH:8]=[CH:9][C:4]([C:3]4([OH:27])[CH2:29][CH2:28]4)=[CH:5][CH:6]=3)=[CH:11][N:12]=2)[CH2:17][CH2:18]1)([CH3:25])([CH3:26])[CH3:24], predict the reactants needed to synthesize it. The reactants are: CO[C:3](=[O:27])[C:4]1[CH:9]=[CH:8][C:7]([C:10]2[CH:11]=[N:12][C:13]([C:16]3([NH:19][C:20]([O:22][C:23]([CH3:26])([CH3:25])[CH3:24])=[O:21])[CH2:18][CH2:17]3)=[CH:14][CH:15]=2)=[CH:6][CH:5]=1.[CH3:28][CH2:29][Mg+].[Br-]. (5) Given the product [C:1]([N:8]1[CH2:13][CH2:12][CH:11]([C:14]2[O:15][C:28](=[O:29])[C:18]3[CH:19]=[C:20]([S:23]([CH3:26])(=[O:25])=[O:24])[CH:21]=[CH:22][C:17]=3[N:16]=2)[CH2:10][CH2:9]1)([O:3][C:4]([CH3:7])([CH3:6])[CH3:5])=[O:2], predict the reactants needed to synthesize it. The reactants are: [C:1]([N:8]1[CH2:13][CH2:12][CH:11]([C:14]([NH:16][C:17]2[CH:22]=[CH:21][C:20]([S:23]([CH3:26])(=[O:25])=[O:24])=[CH:19][C:18]=2I)=[O:15])[CH2:10][CH2:9]1)([O:3][C:4]([CH3:7])([CH3:6])[CH3:5])=[O:2].[C:28]([O-])([O-])=[O:29].[K+].[K+]. (6) Given the product [CH:31]([O:33][C@H:11]([C@@H:7]1[C@:6]2([CH3:15])[C@H:10]([C@@H:2]([OH:1])[CH2:3][CH2:4][CH2:5]2)[CH2:9][CH2:8]1)[CH3:14])=[O:32], predict the reactants needed to synthesize it. The reactants are: [OH:1][C@@H:2]1[C@H:10]2[C@@:6]([CH3:15])([C@@H:7]([C@H:11]([CH3:14])C=O)[CH2:8][CH2:9]2)[CH2:5][CH2:4][CH2:3]1.O.O.P([O-])(O)(O)=O.[Na+].ClC1C=CC=C([C:31]([O:33]O)=[O:32])C=1.